From a dataset of Full USPTO retrosynthesis dataset with 1.9M reactions from patents (1976-2016). Predict the reactants needed to synthesize the given product. (1) Given the product [OH:14][CH2:13][C:12]1[CH:11]=[CH:10][C:9]([O:8][C:6]2[N:7]=[C:2]([CH3:1])[C:3]([CH2:18][N:19]3[CH2:24][CH2:23][CH:22]([N:25]4[C@H:29]([C:30]5[CH:35]=[CH:34][CH:33]=[CH:32][CH:31]=5)[CH2:28][N:27]([CH:36]5[CH2:41][CH2:40][O:39][CH2:38][CH2:37]5)[C:26]4=[O:42])[CH2:21][CH2:20]3)=[CH:4][CH:5]=2)=[CH:17][CH:16]=1, predict the reactants needed to synthesize it. The reactants are: [CH3:1][C:2]1[N:7]=[C:6]([O:8][C:9]2[CH:17]=[CH:16][C:12]([C:13](O)=[O:14])=[CH:11][CH:10]=2)[CH:5]=[CH:4][C:3]=1[CH2:18][N:19]1[CH2:24][CH2:23][CH:22]([N:25]2[C@H:29]([C:30]3[CH:35]=[CH:34][CH:33]=[CH:32][CH:31]=3)[CH2:28][N:27]([CH:36]3[CH2:41][CH2:40][O:39][CH2:38][CH2:37]3)[C:26]2=[O:42])[CH2:21][CH2:20]1.[H-].[H-].[H-].[H-].[Li+].[Al+3].O.[OH-].[Na+]. (2) The reactants are: [CH3:1][C:2]1([CH3:47])[C@H:5]([C:6]([N:8]2[CH2:13][CH2:12][CH2:11][CH2:10][CH2:9]2)=[O:7])[CH2:4][C@@H:3]1[NH:14][C:15]([C@:17]12[CH2:43][CH2:42][C@@H:41]([C:44]([CH3:46])=[CH2:45])[C@@H:18]1[C@@H:19]1[C@@:32]([CH3:35])([CH2:33][CH2:34]2)[C@@:31]2([CH3:36])[C@@H:22]([C@:23]3([CH3:40])[C@@H:28]([CH2:29][CH2:30]2)[C:27]([CH3:38])([CH3:37])[C@@H:26]([OH:39])[CH2:25][CH2:24]3)[CH2:21][CH2:20]1)=[O:16].[CH3:48][C:49]1([CH3:56])[CH2:54][C:53](=[O:55])[O:52][C:50]1=[O:51]. Given the product [CH3:1][C:2]1([CH3:47])[C@H:5]([C:6]([N:8]2[CH2:9][CH2:10][CH2:11][CH2:12][CH2:13]2)=[O:7])[CH2:4][C@@H:3]1[NH:14][C:15]([C@:17]12[CH2:43][CH2:42][C@@H:41]([C:44]([CH3:46])=[CH2:45])[C@@H:18]1[C@@H:19]1[C@@:32]([CH3:35])([CH2:33][CH2:34]2)[C@@:31]2([CH3:36])[C@@H:22]([C@:23]3([CH3:40])[C@@H:28]([CH2:29][CH2:30]2)[C:27]([CH3:37])([CH3:38])[C@@H:26]([O:39][C:53](=[O:55])[CH2:54][C:49]([CH3:56])([CH3:48])[C:50]([OH:52])=[O:51])[CH2:25][CH2:24]3)[CH2:21][CH2:20]1)=[O:16], predict the reactants needed to synthesize it. (3) Given the product [O:7]=[C:6]([N:8]1[CH2:14][CH2:13][CH2:12][N:11]([C:15]([N:42]2[CH2:41][CH2:40][C:37]3([CH2:36][N:35]([C:32]4[CH:31]=[CH:30][N:29]=[CH:34][CH:33]=4)[CH2:39][CH2:38]3)[CH2:44][CH2:43]2)=[O:17])[CH2:10][CH2:9]1)[CH2:5][C:4]([O:3][CH2:1][CH3:2])=[O:27], predict the reactants needed to synthesize it. The reactants are: [CH2:1]([O:3][C:4](=[O:27])[CH2:5][C:6]([N:8]1[CH2:14][CH2:13][CH2:12][N:11]([C:15]([O:17]C2C=CC([N+]([O-])=O)=CC=2)=O)[CH2:10][CH2:9]1)=[O:7])[CH3:2].Cl.[N:29]1[CH:34]=[CH:33][C:32]([N:35]2[CH2:39][CH2:38][C:37]3([CH2:44][CH2:43][NH:42][CH2:41][CH2:40]3)[CH2:36]2)=[CH:31][CH:30]=1.CCN(C(C)C)C(C)C. (4) Given the product [CH3:1][O:2][C:3]1[CH:4]=[C:5]([CH:33]=[CH:34][C:35]=1[O:36][CH3:37])[CH2:6][CH:7]1[C:16]2[C:11](=[CH:12][C:13]([O:18][CH3:19])=[C:14]([O:17][CH:38]3[CH2:43][CH2:42][CH2:41][CH2:40][CH2:39]3)[CH:15]=2)[CH2:10][CH2:9][N:8]1[CH2:20][C:21]([NH:23][CH:24]1[C:32]2[C:27](=[CH:28][CH:29]=[CH:30][CH:31]=2)[CH2:26][CH2:25]1)=[O:22], predict the reactants needed to synthesize it. The reactants are: [CH3:1][O:2][C:3]1[CH:4]=[C:5]([CH:33]=[CH:34][C:35]=1[O:36][CH3:37])[CH2:6][CH:7]1[C:16]2[C:11](=[CH:12][C:13]([O:18][CH3:19])=[C:14]([OH:17])[CH:15]=2)[CH2:10][CH2:9][N:8]1[CH2:20][C:21]([NH:23][CH:24]1[C:32]2[C:27](=[CH:28][CH:29]=[CH:30][CH:31]=2)[CH2:26][CH2:25]1)=[O:22].[CH:38]1(Br)[CH2:43][CH2:42][CH2:41][CH2:40][CH2:39]1. (5) Given the product [NH2:21][C:18]1[N:17]=[CH:16][N:15]=[C:14]2[C:19]=1[N:20]=[C:12]([S:11][C:3]1[C:2]([I:1])=[CH:10][C:6]3[O:7][CH2:8][O:9][C:5]=3[CH:4]=1)[N:13]2[CH2:23][CH2:24][NH:25][S:26]([C:29]([CH3:32])([CH3:31])[CH3:30])(=[O:28])=[O:27], predict the reactants needed to synthesize it. The reactants are: [I:1][C:2]1[C:3]([S:11][C:12]2[NH:13][C:14]3[C:19]([N:20]=2)=[C:18]([NH2:21])[N:17]=[CH:16][N:15]=3)=[CH:4][C:5]2[O:9][CH2:8][O:7][C:6]=2[CH:10]=1.Br[CH2:23][CH2:24][NH:25][S:26]([C:29]([CH3:32])([CH3:31])[CH3:30])(=[O:28])=[O:27].C([O-])([O-])=O.[Cs+].[Cs+]. (6) Given the product [Br:1][C:2]1[CH:7]=[CH:6][N:5]([CH3:11])[C:4](=[O:8])[CH:3]=1, predict the reactants needed to synthesize it. The reactants are: [Br:1][C:2]1[CH:7]=[CH:6][N:5]=[C:4]([OH:8])[CH:3]=1.[H-].[Na+].[CH3:11]I. (7) Given the product [CH3:1][C:2]1([CH3:38])[O:6][C@H:5]([CH2:7][N:8]2[CH:12]=[CH:11][C:10]([NH:13][C:14](=[O:37])[CH:15]([N:20]3[C:25](=[O:26])[CH:24]=[C:23]([O:27][C:53]4[C:54]5[C:49](=[CH:48][CH:47]=[CH:46][CH:45]=5)[CH:50]=[CH:51][CH:52]=4)[CH:22]=[N:21]3)[CH2:16][CH:17]([CH3:18])[CH3:19])=[N:9]2)[CH2:4][O:3]1, predict the reactants needed to synthesize it. The reactants are: [CH3:1][C:2]1([CH3:38])[O:6][C@H:5]([CH2:7][N:8]2[CH:12]=[CH:11][C:10]([NH:13][C:14](=[O:37])[CH:15]([N:20]3[C:25](=[O:26])[CH:24]=[C:23]([O:27]N4C5C=CC=CC=5N=N4)[CH:22]=[N:21]3)[CH2:16][CH:17]([CH3:19])[CH3:18])=[N:9]2)[CH2:4][O:3]1.C(=O)([O-])[O-].[Cs+].[Cs+].[C:45]1(O)[C:54]2[C:49](=[CH:50][CH:51]=[CH:52][CH:53]=2)[CH:48]=[CH:47][CH:46]=1.